Dataset: Full USPTO retrosynthesis dataset with 1.9M reactions from patents (1976-2016). Task: Predict the reactants needed to synthesize the given product. (1) Given the product [CH2:1]([N:8]1[CH2:13][CH2:12][CH:11]([CH3:14])[CH:10]([NH:23][CH3:22])[CH2:9]1)[C:2]1[CH:7]=[CH:6][CH:5]=[CH:4][CH:3]=1, predict the reactants needed to synthesize it. The reactants are: [CH2:1]([N:8]1[CH2:13][CH2:12][CH:11]([C:14](OCC)=O)[C:10](=O)[CH2:9]1)[C:2]1[CH:7]=[CH:6][CH:5]=[CH:4][CH:3]=1.O=C1C(C(OCC)=O)CC[NH:23][CH2:22]1.C(OC(OC(C)(C)C)=O)(OC(C)(C)C)=O.N1CCCCC1.[H-].[Na+].IC.CC1CCNCC1=O.CN.C(O[BH-](OC(=O)C)OC(=O)C)(=O)C.[Na+]. (2) Given the product [F:16][C:17]1[CH:22]=[CH:21][CH:20]=[CH:19][C:18]=1[NH:1][C:2]1[C:10]2[C:5](=[CH:6][CH:7]=[CH:8][CH:9]=2)[N:4]([C:11]([O:13][CH2:14][CH3:15])=[O:12])[N:3]=1, predict the reactants needed to synthesize it. The reactants are: [NH2:1][C:2]1[C:10]2[C:5](=[CH:6][CH:7]=[CH:8][CH:9]=2)[N:4]([C:11]([O:13][CH2:14][CH3:15])=[O:12])[N:3]=1.[F:16][C:17]1[CH:22]=[CH:21][CH:20]=[CH:19][C:18]=1B(O)O.N1C=CC=CC=1.O. (3) The reactants are: [CH:1]1([CH2:4][O:5][C:6]2[CH:11]=[CH:10][C:9]([CH3:12])=[C:8]([N+:13]([O-:15])=[O:14])[CH:7]=2)[CH2:3][CH2:2]1.[Br:16]N1C(=O)CCC1=O. Given the product [Br:16][CH2:12][C:9]1[CH:10]=[CH:11][C:6]([O:5][CH2:4][CH:1]2[CH2:3][CH2:2]2)=[CH:7][C:8]=1[N+:13]([O-:15])=[O:14], predict the reactants needed to synthesize it. (4) Given the product [N+:13]([C:16]1[CH:17]=[C:18]([NH:19][CH2:2][CH2:1][OH:4])[CH:20]=[CH:21][CH:22]=1)([O-:15])=[O:14], predict the reactants needed to synthesize it. The reactants are: [CH2:1]([OH:4])[CH:2]=O.C([BH3-])#N.[Na+].C([O-])(=O)C.[N+:13]([C:16]1[CH:17]=[C:18]([CH:20]=[CH:21][CH:22]=1)[NH2:19])([O-:15])=[O:14].